This data is from Experimentally validated miRNA-target interactions with 360,000+ pairs, plus equal number of negative samples. The task is: Binary Classification. Given a miRNA mature sequence and a target amino acid sequence, predict their likelihood of interaction. The miRNA is mmu-miR-98-5p with sequence UGAGGUAGUAAGUUGUAUUGUU. The protein sequence of the target gene is MAVPPTYADLGKSARDVFTKGYGFGLIKLDLKTKSENGLEFTSSGSANTETTKVTGSLETKYRWTEYGLTFTEKWNTDNTLGTEITVEDQLARGLKLTFDSSFSPNTGKKNAKIKTGYKREHINLGCDMDFDIAGPSIRGALVLGYEGWLAGYQMNFETAKSRVTQSNFAVGYKTDEFQLHTNVNDGTEFGGSIYQKVNKKLETAVNLAWTAGNSNTRFGIAAKYQIDPDACFSAKVNNSSLIGLGYTQTLKPGIKLTLSALLDGKNVNAGGHKLGLGLEFQA. Result: 0 (no interaction).